From a dataset of Reaction yield outcomes from USPTO patents with 853,638 reactions. Predict the reaction yield, written as a fraction of the theoretical maximum amount of product (1.0 means a 100% yield; for example, 0.34 means a 34% yield). (1) The reactants are [Cl:1][C:2]1[CH:7]=[CH:6][CH:5]=[CH:4][C:3]=1[C:8]1[C:12]([CH:13]=[O:14])=[CH:11][N:10]([C:15]2[CH:20]=[CH:19][N:18]=[C:17]([Cl:21])[CH:16]=2)[N:9]=1.[CH3:22][Mg]Br. The catalyst is C1COCC1. The product is [Cl:1][C:2]1[CH:7]=[CH:6][CH:5]=[CH:4][C:3]=1[C:8]1[C:12]([CH:13]([OH:14])[CH3:22])=[CH:11][N:10]([C:15]2[CH:20]=[CH:19][N:18]=[C:17]([Cl:21])[CH:16]=2)[N:9]=1. The yield is 0.460. (2) The catalyst is CN(C=O)C. The product is [Cl:33][C:30]1[CH:31]=[CH:32][C:27]([CH2:26][NH:25][C:66]([C:53]2[NH:52][C:60]3[C:55]([CH:54]=2)=[CH:56][CH:57]=[C:58]([NH:61][S:62]([CH3:65])(=[O:64])=[O:63])[CH:59]=3)=[O:67])=[C:28]([F:44])[C:29]=1[O:34][C:35]1[CH:36]=[C:37]([C:38]#[N:39])[CH:40]=[C:41]([Cl:43])[CH:42]=1. The yield is 0.450. The reactants are CN(C(ON1N=NC2C=CC=NC1=2)=[N+](C)C)C.F[P-](F)(F)(F)(F)F.[NH2:25][CH2:26][C:27]1[C:28]([F:44])=[C:29]([O:34][C:35]2[CH:36]=[C:37]([CH:40]=[C:41]([Cl:43])[CH:42]=2)[C:38]#[N:39])[C:30]([Cl:33])=[CH:31][CH:32]=1.CC(OC([N:52]1[C:60]2[C:55](=[CH:56][CH:57]=[C:58]([NH:61][S:62]([CH3:65])(=[O:64])=[O:63])[CH:59]=2)[CH:54]=[C:53]1[C:66](O)=[O:67])=O)(C)C.C(N(C(C)C)CC)(C)C. (3) The reactants are [Cl:1][C:2]1[C:3]([O:30][C@H:31]2[CH2:35][CH2:34][CH2:33][C@@H:32]2[C:36]2[N:40](C3CCCCO3)[N:39]=[CH:38][CH:37]=2)=[CH:4][C:5]([F:29])=[C:6]([S:8]([N:11](CC2C=CC(OC)=CC=2OC)[C:12]2[CH:17]=[CH:16][N:15]=[CH:14][N:13]=2)(=[O:10])=[O:9])[CH:7]=1.C([SiH](CC)CC)C.FC(F)(F)C(O)=O. The catalyst is ClCCl. The product is [Cl:1][C:2]1[C:3]([O:30][C@H:31]2[CH2:35][CH2:34][CH2:33][C@@H:32]2[C:36]2[NH:40][N:39]=[CH:38][CH:37]=2)=[CH:4][C:5]([F:29])=[C:6]([S:8]([NH:11][C:12]2[CH:17]=[CH:16][N:15]=[CH:14][N:13]=2)(=[O:10])=[O:9])[CH:7]=1. The yield is 0.770. (4) The reactants are [CH:1]1([OH:14])[CH2:13][CH2:12][CH2:11][CH2:10][CH2:9][CH2:8][CH2:7][CH2:6][CH2:5][CH2:4][CH2:3][CH2:2]1.[C:15]([O:18][CH:19]1[CH:24]([N:25]([CH3:27])[CH3:26])[CH2:23][CH:22]([CH3:28])[O:21][CH:20]1F)(=[O:17])[CH3:16].B(F)(F)F.CCOCC. The catalyst is C(OCC)(=O)C. The product is [C:15]([O:18][CH:19]1[CH:24]([N:25]([CH3:26])[CH3:27])[CH2:23][CH:22]([CH3:28])[O:21][CH:20]1[O:14][CH:1]1[CH2:13][CH2:12][CH2:11][CH2:10][CH2:9][CH2:8][CH2:7][CH2:6][CH2:5][CH2:4][CH2:3][CH2:2]1)(=[O:17])[CH3:16]. The yield is 0.640. (5) The reactants are [NH2:1][C:2]1[CH:3]=[C:4]([C:10]2[C:18]3[C:17]([NH:19][C@H:20]([C:22]4[N:27]([C:28]5[CH:33]=[CH:32][CH:31]=[CH:30][CH:29]=5)[C:26](=[O:34])[C:25]5=[C:35]([CH3:38])[CH:36]=[CH:37][N:24]5[N:23]=4)[CH3:21])=[N:16][CH:15]=[N:14][C:13]=3[N:12]([CH2:39][O:40][CH2:41][CH2:42][Si:43]([CH3:46])([CH3:45])[CH3:44])[CH:11]=2)[CH:5]=[C:6]([O:8][CH3:9])[CH:7]=1.[CH3:47][N:48]([CH3:53])[S:49](Cl)(=[O:51])=[O:50]. The catalyst is N1C=CC=CC=1. The product is [CH3:9][O:8][C:6]1[CH:7]=[C:2]([NH:1][S:49]([N:48]([CH3:53])[CH3:47])(=[O:51])=[O:50])[CH:3]=[C:4]([C:10]2[C:18]3[C:17]([NH:19][C@H:20]([C:22]4[N:27]([C:28]5[CH:33]=[CH:32][CH:31]=[CH:30][CH:29]=5)[C:26](=[O:34])[C:25]5=[C:35]([CH3:38])[CH:36]=[CH:37][N:24]5[N:23]=4)[CH3:21])=[N:16][CH:15]=[N:14][C:13]=3[N:12]([CH2:39][O:40][CH2:41][CH2:42][Si:43]([CH3:46])([CH3:45])[CH3:44])[CH:11]=2)[CH:5]=1. The yield is 0.440. (6) The reactants are [CH2:1]([C:5]1[NH:6][CH:7]=[CH:8][N:9]=1)[CH2:2][CH2:3][CH3:4].C[O-].[Na+].[Cl:13][C:14]1[CH:21]=[CH:20][CH:19]=[CH:18][C:15]=1[CH2:16]Br. The catalyst is CO. The product is [CH2:1]([C:5]1[N:6]([CH2:16][C:15]2[CH:18]=[CH:19][CH:20]=[CH:21][C:14]=2[Cl:13])[CH:7]=[CH:8][N:9]=1)[CH2:2][CH2:3][CH3:4]. The yield is 0.610. (7) The reactants are [CH2:1]([O:8][C@H:9]([CH2:11][CH2:12][CH2:13][CH2:14][CH2:15]CC=C)[CH3:10])[C:2]1[CH:7]=[CH:6][CH:5]=[CH:4][CH:3]=1.O.[C:20]([OH:24])([CH3:23])([CH3:22])C.S(OS([O-])=O)([O-])=[O:26].[Na+].[Na+]. The catalyst is CCCCCC.C(OCC)(=O)C. The product is [CH2:1]([O:8][C@@H:9]([CH3:10])[CH2:11][CH2:12][CH2:13][CH2:14][CH2:15][CH2:22][C@@H:20]([OH:24])[CH2:23][OH:26])[C:2]1[CH:7]=[CH:6][CH:5]=[CH:4][CH:3]=1. The yield is 0.620.